This data is from Full USPTO retrosynthesis dataset with 1.9M reactions from patents (1976-2016). The task is: Predict the reactants needed to synthesize the given product. Given the product [C:10]([O:9][CH2:8][C:6]1[CH:5]=[CH:4][N:3]=[C:2]([NH:1][C:17](=[O:19])[CH3:18])[CH:7]=1)(=[O:12])[CH3:11], predict the reactants needed to synthesize it. The reactants are: [NH2:1][C:2]1[CH:7]=[C:6]([CH2:8][OH:9])[CH:5]=[CH:4][N:3]=1.[C:10](OC(=O)C)(=[O:12])[CH3:11].[C:17](OCC)(=[O:19])[CH3:18].